This data is from Human liver microsome stability data. The task is: Regression/Classification. Given a drug SMILES string, predict its absorption, distribution, metabolism, or excretion properties. Task type varies by dataset: regression for continuous measurements (e.g., permeability, clearance, half-life) or binary classification for categorical outcomes (e.g., BBB penetration, CYP inhibition). Dataset: hlm. (1) The molecule is CS(=O)(=O)c1ccc(CNC(=O)c2ccc(OCCC(F)(F)F)nc2)cc1. The result is 0 (unstable in human liver microsomes). (2) The drug is CCN(CC)CCN=C(Nc1ccnc2cc(Cl)ccc12)C(C)C. The result is 0 (unstable in human liver microsomes).